From a dataset of Catalyst prediction with 721,799 reactions and 888 catalyst types from USPTO. Predict which catalyst facilitates the given reaction. (1) Reactant: [Cl:1][C:2]1[CH:7]=[CH:6][CH:5]=[CH:4][C:3]=1[N+:8]([O-:10])=[O:9].[Br:11]Br. Product: [Br:11][C:5]1[CH:6]=[CH:7][C:2]([Cl:1])=[C:3]([N+:8]([O-:10])=[O:9])[CH:4]=1. The catalyst class is: 292. (2) Reactant: [C:1]1([CH:7]([N:13]2[C:17]3[CH:18]=[CH:19][CH:20]=[C:21]([N:22]4[CH2:27][CH2:26][CH:25]([C:28]([NH:30][C:31]5[NH:32][CH2:33][CH2:34][CH2:35][N:36]=5)=[O:29])[CH2:24][CH2:23]4)[C:16]=3[N:15]=[CH:14]2)[CH2:8][C:9]([O:11]C)=[O:10])[CH:6]=[CH:5][CH:4]=[CH:3][CH:2]=1. Product: [C:1]1([CH:7]([N:13]2[C:17]3[CH:18]=[CH:19][CH:20]=[C:21]([N:22]4[CH2:27][CH2:26][CH:25]([C:28]([NH:30][C:31]5[NH:32][CH2:33][CH2:34][CH2:35][N:36]=5)=[O:29])[CH2:24][CH2:23]4)[C:16]=3[N:15]=[CH:14]2)[CH2:8][C:9]([OH:11])=[O:10])[CH:6]=[CH:5][CH:4]=[CH:3][CH:2]=1. The catalyst class is: 33. (3) Reactant: [C:1]([O:5][C:6]([N:8]1[CH2:13][C:12](=O)[N:11]([C:15]2[CH:20]=[CH:19][CH:18]=[C:17]([O:21][CH2:22][CH2:23][CH2:24][O:25][CH3:26])[CH:16]=2)[CH2:10][C:9]1([CH3:28])[CH3:27])=[O:7])([CH3:4])([CH3:3])[CH3:2].[OH-].[Na+].O. Product: [C:1]([O:5][C:6]([N:8]1[CH2:13][CH2:12][N:11]([C:15]2[CH:20]=[CH:19][CH:18]=[C:17]([O:21][CH2:22][CH2:23][CH2:24][O:25][CH3:26])[CH:16]=2)[CH2:10][C:9]1([CH3:28])[CH3:27])=[O:7])([CH3:4])([CH3:3])[CH3:2]. The catalyst class is: 7. (4) Reactant: [CH2:1]([NH:8][CH2:9][CH:10]1[CH2:15][CH2:14][N:13]([C:16]([O:18][C:19]([CH3:22])([CH3:21])[CH3:20])=[O:17])[CH2:12][CH2:11]1)[C:2]1[CH:7]=[CH:6][CH:5]=[CH:4][CH:3]=1.[CH:23]1([N:29]=[C:30]=[O:31])[CH2:28][CH2:27][CH2:26][CH2:25][CH2:24]1. Product: [CH2:1]([N:8]([CH2:9][CH:10]1[CH2:15][CH2:14][N:13]([C:16]([O:18][C:19]([CH3:22])([CH3:21])[CH3:20])=[O:17])[CH2:12][CH2:11]1)[C:30]([NH:29][CH:23]1[CH2:28][CH2:27][CH2:26][CH2:25][CH2:24]1)=[O:31])[C:2]1[CH:3]=[CH:4][CH:5]=[CH:6][CH:7]=1. The catalyst class is: 4. (5) The catalyst class is: 9. Product: [NH2:15][C:14]1[C:8]2[C:9](=[N:10][CH:11]=[CH:12][C:7]=2[N:1]2[CH2:2][CH2:3][S:4][CH2:5][CH2:6]2)[S:13][C:19]=1[C:20]([NH2:22])=[O:21]. Reactant: [N:1]1([C:7]2[CH:12]=[CH:11][NH:10][C:9](=[S:13])[C:8]=2[C:14]#[N:15])[CH2:6][CH2:5][S:4][CH2:3][CH2:2]1.[OH-].[Na+].Cl[CH2:19][C:20]([NH2:22])=[O:21].O. (6) Reactant: [Br:1][C:2]1[C:6]([O:7][CH3:8])=[CH:5][S:4][CH:3]=1.[Cl:9][S:10](O)(=[O:12])=[O:11]. Product: [Br:1][C:2]1[C:6]([O:7][CH3:8])=[C:5]([S:10]([Cl:9])(=[O:12])=[O:11])[S:4][CH:3]=1. The catalyst class is: 2.